From a dataset of Forward reaction prediction with 1.9M reactions from USPTO patents (1976-2016). Predict the product of the given reaction. (1) The product is: [F:10][C:9]1[CH:8]=[CH:7][CH:6]=[C:3]([C:4]#[N:5])[C:2]=1[C:13]1[CH:14]=[C:15]([N+:18]([O-:20])=[O:19])[CH:16]=[CH:17][C:12]=1[F:11]. Given the reactants Br[C:2]1[C:9]([F:10])=[CH:8][CH:7]=[CH:6][C:3]=1[C:4]#[N:5].[F:11][C:12]1[CH:17]=[CH:16][C:15]([N+:18]([O-:20])=[O:19])=[CH:14][C:13]=1B1OC(C)(C)C(C)(C)O1, predict the reaction product. (2) Given the reactants Br[C:2]1[CH:9]=[CH:8][CH:7]=[CH:6][C:3]=1[CH:4]=[O:5].[CH3:10][S:11][C:12]1[CH:17]=[CH:16][C:15](B(O)O)=[CH:14][CH:13]=1.C(=O)([O-])[O-].[Na+].[Na+].C(O)C, predict the reaction product. The product is: [CH3:10][S:11][C:12]1[CH:17]=[CH:16][C:15]([C:2]2[CH:9]=[CH:8][CH:7]=[CH:6][C:3]=2[CH:4]=[O:5])=[CH:14][CH:13]=1. (3) Given the reactants C(=O)([O-])[O-].[K+].[K+].C([O:15][C@@H:16]1[C@@H:42]([O:43]C(=O)C2C=CC=CC=2)[CH2:41][C@@H:40]([CH2:52][O:53]C(=O)C2C=CC=CC=2)[O:39][C@H:17]1[O:18][C:19]1[CH:24]=[C:23]([CH2:25][O:26]C(=O)C)[CH:22]=[CH:21][C:20]=1[CH2:30][C:31]1[CH:36]=[CH:35][C:34]([CH2:37][CH3:38])=[CH:33][CH:32]=1)(=O)C1C=CC=CC=1, predict the reaction product. The product is: [O:18]([C:19]1[CH:24]=[C:23]([CH2:25][OH:26])[CH:22]=[CH:21][C:20]=1[CH2:30][C:31]1[CH:32]=[CH:33][C:34]([CH2:37][CH3:38])=[CH:35][CH:36]=1)[C@@H:17]1[O:39][C@H:40]([CH2:52][OH:53])[CH2:41][C@H:42]([OH:43])[C@H:16]1[OH:15].